From a dataset of Catalyst prediction with 721,799 reactions and 888 catalyst types from USPTO. Predict which catalyst facilitates the given reaction. (1) Reactant: [Cl:1][C:2]1[C:11]([NH:12][S:13]([CH2:16][CH2:17][CH3:18])(=[O:15])=[O:14])=[CH:10][CH:9]=[C:8]([F:19])[C:3]=1[C:4]([O:6]C)=[O:5].[OH-].[K+]. Product: [Cl:1][C:2]1[C:11]([NH:12][S:13]([CH2:16][CH2:17][CH3:18])(=[O:14])=[O:15])=[CH:10][CH:9]=[C:8]([F:19])[C:3]=1[C:4]([OH:6])=[O:5]. The catalyst class is: 30. (2) Reactant: [N:1]1[CH:6]=[CH:5][C:4]([NH2:7])=[C:3]([NH2:8])[CH:2]=1.[C:9]1([C:15]([C:17]([C:19]2[CH:24]=[CH:23][CH:22]=[CH:21][CH:20]=2)=O)=O)[CH:14]=[CH:13][CH:12]=[CH:11][CH:10]=1. Product: [C:9]1([C:15]2[N:7]=[C:4]3[CH:5]=[CH:6][N:1]=[CH:2][C:3]3=[N:8][C:17]=2[C:19]2[CH:20]=[CH:21][CH:22]=[CH:23][CH:24]=2)[CH:14]=[CH:13][CH:12]=[CH:11][CH:10]=1. The catalyst class is: 14. (3) Reactant: [C:1]([O:5][C:6]([N:8]([C:45]([O:47][C:48]([CH3:51])([CH3:50])[CH3:49])=[O:46])[C:9]1[C:14]([C:15]2[O:19][C:18]([C:20]3[CH:25]=[CH:24][C:23]([CH2:26][N:27]([CH3:35])[C:28](=[O:34])[O:29][C:30]([CH3:33])([CH3:32])[CH3:31])=[CH:22][CH:21]=3)=[N:17][N:16]=2)=[CH:13][C:12](B2OC(C)(C)C(C)(C)O2)=[CH:11][N:10]=1)=[O:7])([CH3:4])([CH3:3])[CH3:2].Br[C:53]1[CH:58]=[CH:57][C:56]([S:59]([CH:62]([CH3:64])[CH3:63])(=[O:61])=[O:60])=[CH:55][N:54]=1.C([O-])([O-])=O.[Na+].[Na+]. Product: [C:1]([O:5][C:6]([N:8]([C:45]([O:47][C:48]([CH3:49])([CH3:50])[CH3:51])=[O:46])[C:9]1[C:14]([C:15]2[O:19][C:18]([C:20]3[CH:25]=[CH:24][C:23]([CH2:26][N:27]([CH3:35])[C:28](=[O:34])[O:29][C:30]([CH3:33])([CH3:31])[CH3:32])=[CH:22][CH:21]=3)=[N:17][N:16]=2)=[CH:13][C:12]([C:53]2[CH:58]=[CH:57][C:56]([S:59]([CH:62]([CH3:64])[CH3:63])(=[O:60])=[O:61])=[CH:55][N:54]=2)=[CH:11][N:10]=1)=[O:7])([CH3:2])([CH3:3])[CH3:4]. The catalyst class is: 233. (4) Reactant: [O:1]1[C:5]2[CH:6]=[CH:7][CH:8]=[CH:9][C:4]=2[N:3]=[C:2]1[CH:10]([OH:28])[C@@H:11]([NH:15][C:16](=[O:27])[C@@H:17]([F:26])[CH2:18][CH2:19][C:20]1[CH:25]=[CH:24][CH:23]=[CH:22][CH:21]=1)[CH2:12][CH2:13][CH3:14].CC(OI1(OC(C)=O)(OC(C)=O)OC(=O)C2C1=CC=CC=2)=O.[O-]S([O-])(=S)=O.[Na+].[Na+]. Product: [O:1]1[C:5]2[CH:6]=[CH:7][CH:8]=[CH:9][C:4]=2[N:3]=[C:2]1[C:10]([C@@H:11]([NH:15][C:16](=[O:27])[C@@H:17]([F:26])[CH2:18][CH2:19][C:20]1[CH:21]=[CH:22][CH:23]=[CH:24][CH:25]=1)[CH2:12][CH2:13][CH3:14])=[O:28]. The catalyst class is: 503. (5) Reactant: [CH3:1][C:2]1[CH:30]=[CH:29][CH:28]=[CH:27][C:3]=1[C:4]([NH:6][C:7]1[C:16]2[CH2:15][CH2:14][CH2:13][CH2:12][C:11]=2[C:10]([S:17](=[O:26])(=[O:25])[NH:18][CH:19]2[CH2:24][CH2:23][NH:22][CH2:21][CH2:20]2)=[CH:9][CH:8]=1)=[O:5].[C:31](Cl)(=[O:35])[CH2:32][CH2:33][CH3:34].C(N(CC)CC)C. Product: [C:31]([N:22]1[CH2:23][CH2:24][CH:19]([NH:18][S:17]([C:10]2[C:11]3[CH2:12][CH2:13][CH2:14][CH2:15][C:16]=3[C:7]([NH:6][C:4](=[O:5])[C:3]3[CH:27]=[CH:28][CH:29]=[CH:30][C:2]=3[CH3:1])=[CH:8][CH:9]=2)(=[O:26])=[O:25])[CH2:20][CH2:21]1)(=[O:35])[CH2:32][CH2:33][CH3:34]. The catalyst class is: 1. (6) Reactant: [C:1]([O:5][C:6]([NH:8][C:9]1[CH:17]=[CH:16][CH:15]=[C:14]2[C:10]=1[CH:11]=[N:12][N:13]2[C:18]([C:24]1[CH:29]=[CH:28][C:27]([Cl:30])=[CH:26][CH:25]=1)([CH2:22][CH3:23])[C:19]([OH:21])=[O:20])=[O:7])([CH3:4])([CH3:3])[CH3:2].C(N1C=CN=C1)(N1C=CN=C1)=O.[CH3:43][CH2:44][O:45][C:46](/[C:48](/[NH2:51])=[N:49]/O)=[O:47]. Product: [NH2:51][C:48](=[N:49][O:20][C:19](=[O:21])[C:18]([N:13]1[C:14]2[C:10](=[C:9]([NH:8][C:6]([O:5][C:1]([CH3:2])([CH3:3])[CH3:4])=[O:7])[CH:17]=[CH:16][CH:15]=2)[CH:11]=[N:12]1)([C:24]1[CH:29]=[CH:28][C:27]([Cl:30])=[CH:26][CH:25]=1)[CH2:22][CH3:23])[C:46]([O:45][CH2:44][CH3:43])=[O:47]. The catalyst class is: 91. (7) Reactant: Br[C:2]1[CH:3]=[N:4][C:5]([N:8]([CH3:12])[C:9](=[O:11])[CH3:10])=[N:6][CH:7]=1.[CH3:13][N:14](C=O)C. Product: [C:13]([C:2]1[CH:3]=[N:4][C:5]([N:8]([CH3:12])[C:9](=[O:11])[CH3:10])=[N:6][CH:7]=1)#[N:14]. The catalyst class is: 380. (8) Reactant: [CH2:1]([OH:5])[C:2]#[C:3][CH3:4].C(N(CC)CC)C.[CH3:13][S:14](Cl)(=[O:16])=[O:15]. Product: [CH2:1]([O:5][S:14]([CH3:13])(=[O:16])=[O:15])[C:2]#[C:3][CH3:4]. The catalyst class is: 28. (9) Reactant: [CH3:1][C:2]1[C:7]([C:8]([F:11])([F:10])[F:9])=[CH:6][CH:5]=[CH:4][C:3]=1[N+:12]([O-])=O.N1CCC[CH2:16]1.COC(OC)N(C)C. Product: [F:9][C:8]([F:11])([F:10])[C:7]1[CH:6]=[CH:5][CH:4]=[C:3]2[C:2]=1[CH:1]=[CH:16][NH:12]2. The catalyst class is: 3. (10) Product: [CH3:1][N:2]([CH2:3][C:4]#[CH:5])[C:14](=[O:15])[O:16][C:17]1[CH:18]=[CH:19][C:20]([N+:23]([O-:25])=[O:24])=[CH:21][CH:22]=1. Reactant: [CH3:1][NH:2][CH2:3][C:4]#[CH:5].C(N(CC)CC)C.Cl[C:14]([O:16][C:17]1[CH:22]=[CH:21][C:20]([N+:23]([O-:25])=[O:24])=[CH:19][CH:18]=1)=[O:15]. The catalyst class is: 4.